This data is from Reaction yield outcomes from USPTO patents with 853,638 reactions. The task is: Predict the reaction yield, written as a fraction of the theoretical maximum amount of product (1.0 means a 100% yield; for example, 0.34 means a 34% yield). (1) The reactants are [CH3:1][O:2][C:3]1[CH:8]=[C:7]([O:9][CH3:10])[N:6]=[C:5]([N:11]2[C:16](=[O:17])[C:15]3[CH:18]=[C:19]([CH2:21][CH3:22])[S:20][C:14]=3[NH:13][C:12]2=[O:23])[N:4]=1.Br[CH2:25][C:26]1[CH:31]=[CH:30][C:29]([C:32]2[CH:37]=[CH:36][CH:35]=[CH:34][C:33]=2[C:38]2[N:42]=[C:41](C(Cl)(Cl)Cl)[O:40][N:39]=2)=[CH:28][CH:27]=1.C(=O)([O-])[O-:48].[K+].[K+].CN(C)C=O. The catalyst is C(OCC)(=O)C. The product is [CH3:10][O:9][C:7]1[CH:8]=[C:3]([O:2][CH3:1])[N:4]=[C:5]([N:11]2[C:16](=[O:17])[C:15]3[CH:18]=[C:19]([CH2:21][CH3:22])[S:20][C:14]=3[N:13]([CH2:25][C:26]3[CH:31]=[CH:30][C:29]([C:32]4[CH:37]=[CH:36][CH:35]=[CH:34][C:33]=4[C:38]4[NH:42][C:41](=[O:48])[O:40][N:39]=4)=[CH:28][CH:27]=3)[C:12]2=[O:23])[N:6]=1. The yield is 0.310. (2) The reactants are Br[CH2:2][C:3]1[CH:8]=[CH:7][CH:6]=[CH:5][C:4]=1[N+:9]([O-:11])=[O:10].[C:12]([O-:15])(=[O:14])[CH3:13].[K+]. The catalyst is CN(C=O)C. The product is [C:12]([O:15][CH2:2][C:3]1[CH:8]=[CH:7][CH:6]=[CH:5][C:4]=1[N+:9]([O-:11])=[O:10])(=[O:14])[CH3:13]. The yield is 0.880. (3) The product is [CH3:68][O:67][C:65]([NH:64][C@@H:60]([CH:59]([CH3:69])[CH3:70])[C:61]([N:45]1[CH2:46][C@@H:47]([CH3:49])[CH2:48][C@H:44]1[C:42]1[NH:43][C:39]([C:34]2[CH:35]=[C:36]3[CH2:37][O:38][C:25]4[CH:24]=[C:23]5[C:28]([CH:29]=[CH:30][C:20]6[N:19]=[C:18]([C@@H:13]7[CH2:14][CH2:15][C@H:16]([CH3:17])[N:12]7[C:10](=[O:11])[C@@H:6]([NH:5][C:3](=[O:4])[O:2][CH3:1])[CH:7]([CH3:9])[CH3:8])[NH:22][C:21]=65)=[CH:27][C:26]=4[C:31]3=[CH:32][CH:33]=2)=[CH:40][N:41]=1)=[O:63])=[O:66]. The catalyst is Cl.CCO.CN(C=O)C. The reactants are [CH3:1][O:2][C:3]([NH:5][C@H:6]([C:10]([N:12]1[C@@H:16]([CH3:17])[CH2:15][CH2:14][C@H:13]1[C:18]1[NH:22][C:21]2[C:23]3[C:28]([CH:29]=[CH:30][C:20]=2[N:19]=1)=[CH:27][C:26]1[C:31]2[C:36]([CH2:37][O:38][C:25]=1[CH:24]=3)=[CH:35][C:34]([C:39]1[NH:43][C:42]([C@@H:44]3[CH2:48][C@H:47]([CH3:49])[CH2:46][N:45]3C(OC(C)(C)C)=O)=[N:41][CH:40]=1)=[CH:33][CH:32]=2)=[O:11])[CH:7]([CH3:9])[CH3:8])=[O:4].CO[C@H:59]([CH3:69])[C@H:60]([NH:64][C:65]([O:67][CH3:68])=[O:66])[C:61]([OH:63])=O.[CH3:70]N(C(ON1N=NC2C=CC=NC1=2)=[N+](C)C)C.F[P-](F)(F)(F)(F)F.CN1CCOCC1. The yield is 0.350. (4) The reactants are [F:1][C:2]1[CH:3]=[C:4]([CH:20]=[C:21]([O:23][C:24]2[CH:29]=[CH:28][CH:27]=[CH:26][CH:25]=2)[CH:22]=1)[CH2:5][O:6][C:7]12[CH2:13][C:10]([CH2:14][CH2:15][CH2:16][C:17]([OH:19])=O)([CH2:11][CH2:12]1)[CH2:9][CH2:8]2.Cl.[NH2:31][CH2:32][C:33]([NH2:35])=[O:34]. No catalyst specified. The product is [NH2:35][C:33](=[O:34])[CH2:32][NH:31][C:17](=[O:19])[CH2:16][CH2:15][CH2:14][C:10]12[CH2:13][C:7]([O:6][CH2:5][C:4]3[CH:20]=[C:21]([O:23][C:24]4[CH:29]=[CH:28][CH:27]=[CH:26][CH:25]=4)[CH:22]=[C:2]([F:1])[CH:3]=3)([CH2:8][CH2:9]1)[CH2:12][CH2:11]2. The yield is 0.700.